From a dataset of Forward reaction prediction with 1.9M reactions from USPTO patents (1976-2016). Predict the product of the given reaction. (1) Given the reactants Br[C:2]1[CH:7]=[C:6]([Br:8])[N:5]=[C:4]([C:9]2[CH:14]=[CH:13][C:12]([F:15])=[CH:11][C:10]=2[F:16])[C:3]=1[CH2:17][CH2:18][C:19]([NH:21][C:22]1[C:27]([Cl:28])=[CH:26][CH:25]=[CH:24][C:23]=1[Cl:29])=[O:20].C(=O)([O-])[O-].[K+].[K+], predict the reaction product. The product is: [Br:8][C:6]1[CH:7]=[C:2]2[C:3]([CH2:17][CH2:18][C:19](=[O:20])[N:21]2[C:22]2[C:27]([Cl:28])=[CH:26][CH:25]=[CH:24][C:23]=2[Cl:29])=[C:4]([C:9]2[CH:14]=[CH:13][C:12]([F:15])=[CH:11][C:10]=2[F:16])[N:5]=1. (2) Given the reactants [CH3:1][O:2][C:3]1[CH:4]=[C:5]([CH2:23][C:24]([O:26]C(C)(C)C)=[O:25])[CH:6]=[CH:7][C:8]=1[NH:9][C:10]([NH:12]C1C=CC=CC=1C(F)(F)F)=[O:11].[C:31](O)([C:33]([F:36])([F:35])[F:34])=O, predict the reaction product. The product is: [CH3:1][O:2][C:3]1[CH:4]=[C:5]([CH2:23][C:24]([OH:26])=[O:25])[CH:6]=[CH:7][C:8]=1[N:9]([C:5]1[CH:4]=[CH:3][CH:8]=[CH:7][C:31]=1[C:33]([F:36])([F:35])[F:34])[C:10]([NH2:12])=[O:11]. (3) Given the reactants [NH2:1][C:2]1[C:7]([NH2:8])=[C:6]([NH:9][C@@H:10]2[C@@H:15]3[CH2:16][C@@H:12]([CH:13]=[CH:14]3)[C@@H:11]2[C:17]([NH2:19])=[O:18])[C:5]([Br:20])=[CH:4][N:3]=1.[CH3:21][O:22][C:23]1[C:28]([CH:29]=O)=[CH:27][CH:26]=[CH:25][N:24]=1, predict the reaction product. The product is: [Br:20][C:5]1[C:6]([NH:9][C@@H:10]2[C@@H:15]3[CH2:16][C@@H:12]([CH:13]=[CH:14]3)[C@@H:11]2[C:17]([NH2:19])=[O:18])=[C:7]2[N:8]=[C:29]([C:28]3[C:23]([O:22][CH3:21])=[N:24][CH:25]=[CH:26][CH:27]=3)[NH:1][C:2]2=[N:3][CH:4]=1. (4) Given the reactants [CH:1]([C@H:14]1[CH2:19][C@@H:18]([NH2:20])[CH2:17][CH2:16][O:15]1)([C:8]1[CH:13]=[CH:12][CH:11]=[CH:10][CH:9]=1)[C:2]1[CH:7]=[CH:6][CH:5]=[CH:4][CH:3]=1.[F:21][C:22]1[CH:29]=[CH:28][C:25]([CH:26]=O)=[CH:24][CH:23]=1.C(O)(=O)C.[BH3-]C#N.[Na+].C([O-])(O)=O.[Na+], predict the reaction product. The product is: [CH:1]([C@H:14]1[CH2:19][C@@H:18]([NH:20][CH2:26][C:25]2[CH:28]=[CH:29][C:22]([F:21])=[CH:23][CH:24]=2)[CH2:17][CH2:16][O:15]1)([C:8]1[CH:13]=[CH:12][CH:11]=[CH:10][CH:9]=1)[C:2]1[CH:3]=[CH:4][CH:5]=[CH:6][CH:7]=1.